Dataset: Full USPTO retrosynthesis dataset with 1.9M reactions from patents (1976-2016). Task: Predict the reactants needed to synthesize the given product. (1) Given the product [OH:1][CH2:2][CH2:3][CH2:4][N:5]1[CH:9]=[C:8]([C:10]2[N:50]=[C:14]([C:15](=[O:20])[NH:16][CH3:19])[C:13]([NH:21][C:22]3[C:27]([C:28]([F:29])([F:31])[F:30])=[CH:26][N:25]=[C:24]([NH:32][C:33]4[CH:47]=[CH:46][C:36]([CH2:37][P:38](=[O:45])([O:42][CH2:43][CH3:44])[O:39][CH2:40][CH3:41])=[CH:35][C:34]=4[O:48][CH3:49])[N:23]=3)=[CH:12][CH:11]=2)[CH:7]=[N:6]1, predict the reactants needed to synthesize it. The reactants are: [OH:1][CH2:2][CH2:3][CH2:4][N:5]1[CH:9]=[C:8]([C:10]2[CH:11]=[CH:12][C:13]([NH:21][C:22]3[C:27]([C:28]([F:31])([F:30])[F:29])=[CH:26][N:25]=[C:24]([NH:32][C:33]4[CH:47]=[CH:46][C:36]([CH2:37][P:38](=[O:45])([O:42][CH2:43][CH3:44])[O:39][CH2:40][CH3:41])=[CH:35][C:34]=4[O:48][CH3:49])[N:23]=3)=[C:14]3C=2C[N:16]([CH3:19])[C:15]3=[O:20])[CH:7]=[N:6]1.[NH2:50]C1C(C(NC)=O)=NC(C2C=NN(CCCO)C=2)=CC=1. (2) Given the product [Cl:59][C:53]1[CH:54]=[CH:55][CH:56]=[C:57]([Cl:58])[C:52]=1[CH2:51][CH2:50][CH2:49][N:37]1[C:36](=[O:60])[C:35]([CH2:32][OH:33])=[CH:40][C:39]([C:41]2[CH:46]=[CH:45][C:44]([F:47])=[C:43]([CH3:48])[CH:42]=2)=[N:38]1, predict the reactants needed to synthesize it. The reactants are: FC1C=C(F)C=CC=1C1C=C(CN2C(=O)C3=CC=CC=C3C2=O)C(=O)N(CC(C)C)N=1.[C:32]([C:35]1[C:36](=[O:60])[N:37]([CH2:49][CH2:50][CH2:51][C:52]2[C:57]([Cl:58])=[CH:56][CH:55]=[CH:54][C:53]=2[Cl:59])[N:38]=[C:39]([C:41]2[CH:46]=[CH:45][C:44]([F:47])=[C:43]([CH3:48])[CH:42]=2)[CH:40]=1)(O)=[O:33].